Dataset: Forward reaction prediction with 1.9M reactions from USPTO patents (1976-2016). Task: Predict the product of the given reaction. (1) Given the reactants [N:1]1([C:6]2[CH:7]=[C:8]([C:12]3[N:16]4[CH:17]=[CH:18][C:19]([C:21]5[CH:22]=[C:23]([CH:26]=[CH:27][CH:28]=5)[CH:24]=O)=[CH:20][C:15]4=[N:14][CH:13]=3)[CH:9]=[CH:10][CH:11]=2)[CH:5]=[CH:4][CH:3]=[N:2]1.[CH3:29][N:30]1[CH2:35][CH2:34][NH:33][CH2:32][CH2:31]1.C(O[BH-](OC(=O)C)OC(=O)C)(=O)C.[Na+].C(O)(=O)C, predict the reaction product. The product is: [CH3:29][N:30]1[CH2:35][CH2:34][N:33]([CH2:24][C:23]2[CH:22]=[C:21]([C:19]3[CH:18]=[CH:17][N:16]4[C:12]([C:8]5[CH:9]=[CH:10][CH:11]=[C:6]([N:1]6[CH:5]=[CH:4][CH:3]=[N:2]6)[CH:7]=5)=[CH:13][N:14]=[C:15]4[CH:20]=3)[CH:28]=[CH:27][CH:26]=2)[CH2:32][CH2:31]1. (2) The product is: [Cl-:32].[Cl:32][C:2]1[N:3]=[C:4]([C:19]2[CH:24]=[CH:23][CH:22]=[CH:21][C:20]=2[CH3:25])[C:5]2[CH2:11][NH2+:10][CH2:9][CH2:8][C:6]=2[N:7]=1. Given the reactants Br[C:2]1[N:3]=[C:4]([C:19]2[CH:24]=[CH:23][CH:22]=[CH:21][C:20]=2[CH3:25])[C:5]2[CH2:11][N:10](C(OC(C)(C)C)=O)[CH2:9][CH2:8][C:6]=2[N:7]=1.O1CCOCC1.[ClH:32], predict the reaction product. (3) Given the reactants C([O:3][C:4]([C@@H:6]1[CH2:11][C@:10]2([CH3:12])[C@@H:8]([CH2:9]2)[N:7]1[C:13]([O:15][C:16]([CH3:19])([CH3:18])[CH3:17])=[O:14])=[O:5])C.[OH-].[K+].Cl.C(Cl)Cl, predict the reaction product. The product is: [C:16]([O:15][C:13]([N:7]1[C@H:6]([C:4]([OH:5])=[O:3])[CH2:11][C@:10]2([CH3:12])[C@H:8]1[CH2:9]2)=[O:14])([CH3:19])([CH3:17])[CH3:18]. (4) Given the reactants I[C:2]1[C:10]2[CH:9]=[N:8][CH:7]=[N:6][C:5]=2[N:4]([Si:11]([CH:18]([CH3:20])[CH3:19])([CH:15]([CH3:17])[CH3:16])[CH:12]([CH3:14])[CH3:13])[CH:3]=1.C([Mg]Cl)(C)C.[C:26]([O:30][C:31](=[O:51])[N:32]([C:42]1[CH:47]=[CH:46][C:45]([CH:48]=[O:49])=[C:44]([F:50])[N:43]=1)[CH2:33][C:34]1[CH:39]=[CH:38][C:37]([O:40][CH3:41])=[CH:36][CH:35]=1)([CH3:29])([CH3:28])[CH3:27], predict the reaction product. The product is: [C:26]([O:30][C:31](=[O:51])[N:32]([C:42]1[CH:47]=[CH:46][C:45]([CH:48]([OH:49])[C:2]2[C:10]3[CH:9]=[N:8][CH:7]=[N:6][C:5]=3[N:4]([Si:11]([CH:18]([CH3:20])[CH3:19])([CH:15]([CH3:17])[CH3:16])[CH:12]([CH3:14])[CH3:13])[CH:3]=2)=[C:44]([F:50])[N:43]=1)[CH2:33][C:34]1[CH:35]=[CH:36][C:37]([O:40][CH3:41])=[CH:38][CH:39]=1)([CH3:29])([CH3:27])[CH3:28]. (5) Given the reactants C(O)(=O)C.[CH3:5][C:6]1[C:14]([CH3:15])=[CH:13][CH:12]=[CH:11][C:7]=1[C:8]([OH:10])=[O:9].[N+]([O-])(O)=O.[Br:20]Br, predict the reaction product. The product is: [Br:20][C:12]1[CH:13]=[C:14]([CH3:15])[C:6]([CH3:5])=[C:7]([CH:11]=1)[C:8]([OH:10])=[O:9]. (6) Given the reactants [F:1][C:2]1[CH:11]=[CH:10][C:5]2[S:6][CH:7]=[C:8]([CH3:9])[C:4]=2[CH:3]=1.C1C(=O)N([Br:19])C(=O)C1, predict the reaction product. The product is: [Br:19][C:7]1[S:6][C:5]2[CH:10]=[CH:11][C:2]([F:1])=[CH:3][C:4]=2[C:8]=1[CH3:9].